Dataset: Reaction yield outcomes from USPTO patents with 853,638 reactions. Task: Predict the reaction yield, written as a fraction of the theoretical maximum amount of product (1.0 means a 100% yield; for example, 0.34 means a 34% yield). (1) The reactants are [NH:1]1[CH2:4][CH:3]([NH:5]C(=O)OC(C)(C)C)[CH2:2]1.Cl[C:14]1[CH:23]=[CH:22][C:21]2[C:20]([C:24]([NH:26][CH2:27][CH:28]3[CH2:33][CH2:32][CH2:31][CH2:30][CH2:29]3)=[O:25])=[C:19]([Cl:34])[CH:18]=[CH:17][C:16]=2[N:15]=1.C(N(CC)CC)C. The catalyst is [Br-].C([N+](CCCC)(CCCC)CCCC)CCC.C(#N)C. The product is [NH3:1].[NH2:5][CH:3]1[CH2:2][N:1]([C:14]2[CH:23]=[CH:22][C:21]3[C:20]([C:24]([NH:26][CH2:27][CH:28]4[CH2:29][CH2:30][CH2:31][CH2:32][CH2:33]4)=[O:25])=[C:19]([Cl:34])[CH:18]=[CH:17][C:16]=3[N:15]=2)[CH2:4]1. The yield is 0.100. (2) The reactants are [NH2:1][C:2]1[C:3]2[N:4]([C:8]([C@@H:12]3[CH2:17][CH2:16][CH2:15][N:14]([C:18]([O:20][CH2:21][C:22]4[CH:27]=[CH:26][CH:25]=[CH:24][CH:23]=4)=[O:19])[CH2:13]3)=[N:9][C:10]=2[Br:11])[CH:5]=[CH:6][N:7]=1.CC1(C)C2C=CC=CC=2I([C:38]([F:41])([F:40])[F:39])O1.Cl[Si]([Si](C)(C)C)([Si](C)(C)C)[Si](C)(C)C. The catalyst is C(#N)C. The product is [NH2:1][C:2]1[C:3]2[N:4]([C:8]([C@@H:12]3[CH2:17][CH2:16][CH2:15][N:14]([C:18]([O:20][CH2:21][C:22]4[CH:27]=[CH:26][CH:25]=[CH:24][CH:23]=4)=[O:19])[CH2:13]3)=[N:9][C:10]=2[Br:11])[C:5]([C:38]([F:41])([F:40])[F:39])=[CH:6][N:7]=1. The yield is 0.225.